This data is from Reaction yield outcomes from USPTO patents with 853,638 reactions. The task is: Predict the reaction yield, written as a fraction of the theoretical maximum amount of product (1.0 means a 100% yield; for example, 0.34 means a 34% yield). (1) The reactants are [N+:1]([C:4]1[C:5](Cl)=[CH:6][CH:7]=[C:8]2[C:13]=1[N:12]=[CH:11][CH:10]=[CH:9]2)([O-:3])=[O:2].[F:15][C:16]([F:26])([F:25])[C:17]1[CH:24]=[CH:23][C:20]([CH2:21][NH2:22])=[CH:19][CH:18]=1. The catalyst is N1C=CC=CC=1. The product is [N+:1]([C:4]1[C:5]([NH:22][CH2:21][C:20]2[CH:19]=[CH:18][C:17]([C:16]([F:15])([F:25])[F:26])=[CH:24][CH:23]=2)=[CH:6][CH:7]=[C:8]2[C:13]=1[N:12]=[CH:11][CH:10]=[CH:9]2)([O-:3])=[O:2]. The yield is 0.150. (2) The reactants are CN(C(ON1N=NC2C=CC=NC1=2)=[N+](C)C)C.F[P-](F)(F)(F)(F)F.Cl.Cl.Cl.[Cl:28][C:29]1[N:34]=[CH:33][C:32]([C:35]2[NH:39][C:38]([C@@H:40]3[CH2:44][CH2:43][CH2:42][NH:41]3)=[N:37][CH:36]=2)=[CH:31][N:30]=1.[N:45]1[CH:50]=[CH:49][CH:48]=[C:47]([CH2:51][C:52](O)=[O:53])[CH:46]=1.CCN(C(C)C)C(C)C. The catalyst is CN(C=O)C. The product is [Cl:28][C:29]1[N:34]=[CH:33][C:32]([C:35]2[NH:39][CH:38]=[N:37][CH:36]=2)=[CH:31][N:30]=1.[N:41]1([CH:51]([C:47]2[CH:46]=[N:45][CH:50]=[CH:49][CH:48]=2)[CH:52]=[O:53])[CH2:40][CH2:44][CH2:43][CH2:42]1. The yield is 0.250. (3) The reactants are Br[C:2]1[O:6][C:5]([C:7]2[C:12]([F:13])=[CH:11][CH:10]=[CH:9][C:8]=2[F:14])=[N:4][C:3]=1[C:15]#[N:16].[O:17]1[CH2:22][CH2:21][N:20]([C:23]2[CH:29]=[CH:28][C:26]([NH2:27])=[CH:25][CH:24]=2)[CH2:19][CH2:18]1.[O-]P([O-])([O-])=O.[K+].[K+].[K+]. The catalyst is CN(C=O)C.CCOC(C)=O.C([O-])(=O)C.[Pd+2].C([O-])(=O)C. The product is [F:14][C:8]1[CH:9]=[CH:10][CH:11]=[C:12]([F:13])[C:7]=1[C:5]1[O:6][C:2]([NH:27][C:26]2[CH:25]=[CH:24][C:23]([N:20]3[CH2:21][CH2:22][O:17][CH2:18][CH2:19]3)=[CH:29][CH:28]=2)=[C:3]([C:15]#[N:16])[N:4]=1. The yield is 0.260. (4) The reactants are Br[C:2]1[CH:3]=[C:4]([C:8]2[CH:9]=[N:10][CH:11]=[CH:12][CH:13]=2)[CH:5]=[CH:6][CH:7]=1.[B:14]1([B:14]2[O:18][C:17]([CH3:20])([CH3:19])[C:16]([CH3:22])([CH3:21])[O:15]2)[O:18][C:17]([CH3:20])([CH3:19])[C:16]([CH3:22])([CH3:21])[O:15]1.C([O-])(=O)C.[K+].ClCCl. The catalyst is O1CCOCC1. The product is [CH3:21][C:16]1([CH3:22])[C:17]([CH3:20])([CH3:19])[O:18][B:14]([C:2]2[CH:3]=[C:4]([C:8]3[CH:9]=[N:10][CH:11]=[CH:12][CH:13]=3)[CH:5]=[CH:6][CH:7]=2)[O:15]1. The yield is 0.993. (5) The reactants are [CH3:1][O:2][C:3]1[CH:20]=[CH:19][CH:18]=[C:17]([CH3:21])[C:4]=1[CH2:5][C:6]1[CH:16]=[CH:15][CH:14]=[C:8]2[C:9]([NH:11][C:12](=[O:13])[C:7]=12)=[O:10].[Br:22]N1C(=O)CCC1=O.C(OOC(=O)C1C=CC=CC=1)(=O)C1C=CC=CC=1. The catalyst is C(OCC)C. The product is [Br:22][CH2:21][C:17]1[C:4]([CH2:5][C:6]2[CH:16]=[CH:15][CH:14]=[C:8]3[C:9]([NH:11][C:12](=[O:13])[C:7]=23)=[O:10])=[C:3]([O:2][CH3:1])[CH:20]=[CH:19][CH:18]=1. The yield is 0.860. (6) The reactants are [CH:1]1([NH2:7])[CH2:6][CH2:5][CH2:4][CH2:3][CH2:2]1.[CH2:8]1[CH2:15][O:14][S:11](=[O:13])(=[O:12])[CH2:10][CH2:9]1. The catalyst is O1CCOCC1. The product is [CH:1]1([NH:7][CH2:15][CH2:8][CH2:9][CH2:10][S:11]([OH:14])(=[O:13])=[O:12])[CH2:6][CH2:5][CH2:4][CH2:3][CH2:2]1. The yield is 0.520.